Dataset: Forward reaction prediction with 1.9M reactions from USPTO patents (1976-2016). Task: Predict the product of the given reaction. Given the reactants [N:1]1[CH:6]=[CH:5][N:4]=[CH:3][C:2]=1[C:7]1[NH:11][N:10]=[C:9]([C:12]2[S:13][CH:14]=[CH:15][CH:16]=2)[C:8]=1[CH2:17][CH2:18][NH2:19].C(N(C(C)C)CC)(C)C.[CH2:29]([C:34]1[CH:39]=[CH:38][C:37]([S:40](Cl)(=[O:42])=[O:41])=[CH:36][CH:35]=1)[CH2:30][CH2:31][CH2:32][CH3:33], predict the reaction product. The product is: [CH2:29]([C:34]1[CH:35]=[CH:36][C:37]([S:40]([NH:19][CH2:18][CH2:17][C:8]2[C:9]([C:12]3[S:13][CH:14]=[CH:15][CH:16]=3)=[N:10][NH:11][C:7]=2[C:2]2[CH:3]=[N:4][CH:5]=[CH:6][N:1]=2)(=[O:42])=[O:41])=[CH:38][CH:39]=1)[CH2:30][CH2:31][CH2:32][CH3:33].